Predict the reactants needed to synthesize the given product. From a dataset of Full USPTO retrosynthesis dataset with 1.9M reactions from patents (1976-2016). (1) Given the product [CH3:1][C:2]1[CH:11]=[C:10]([Cl:23])[C:9]2[C:4](=[C:5]([C:13]3[CH:18]=[CH:17][C:16]([Cl:19])=[CH:15][C:14]=3[Cl:20])[CH:6]=[CH:7][CH:8]=2)[N:3]=1, predict the reactants needed to synthesize it. The reactants are: [CH3:1][C:2]1[CH:11]=[C:10](O)[C:9]2[C:4](=[C:5]([C:13]3[CH:18]=[CH:17][C:16]([Cl:19])=[CH:15][C:14]=3[Cl:20])[CH:6]=[CH:7][CH:8]=2)[N:3]=1.P(Cl)(Cl)([Cl:23])=O.[OH-].[Na+]. (2) Given the product [Cl:1][C:2]1[CH:7]=[CH:6][CH:5]=[CH:4][C:3]=1[C:8]1[C:9]2[CH:21]=[CH:20][C:19](=[O:22])[N:18]([C:23]3[CH:28]=[CH:27][CH:26]=[CH:25][C:24]=3[Cl:29])[C:10]=2[N:11]=[C:12]([NH:30][CH:31]([CH2:34][OH:35])[CH2:32][OH:33])[N:13]=1, predict the reactants needed to synthesize it. The reactants are: [Cl:1][C:2]1[CH:7]=[CH:6][CH:5]=[CH:4][C:3]=1[C:8]1[C:9]2[CH:21]=[CH:20][C:19](=[O:22])[N:18]([C:23]3[CH:28]=[CH:27][CH:26]=[CH:25][C:24]=3[Cl:29])[C:10]=2[N:11]=[C:12](S(C)(=O)=O)[N:13]=1.[NH2:30][CH:31]([CH2:34][OH:35])[CH2:32][OH:33]. (3) Given the product [CH:1]1([N:4]2[C:13]3[C:8](=[C:9]([CH3:17])[C:10]([F:16])=[C:11]([N:26]4[CH2:27][CH2:28][CH:29]([OH:30])[CH:24]([CH2:23][NH2:22])[CH2:25]4)[C:12]=3[F:14])[C:7](=[O:18])[C:6]([C:19]([OH:21])=[O:20])=[CH:5]2)[CH2:2][CH2:3]1, predict the reactants needed to synthesize it. The reactants are: [CH:1]1([N:4]2[C:13]3[C:8](=[C:9]([CH3:17])[C:10]([F:16])=[C:11](F)[C:12]=3[F:14])[C:7](=[O:18])[C:6]([C:19]([OH:21])=[O:20])=[CH:5]2)[CH2:3][CH2:2]1.[NH2:22][CH2:23][CH:24]1[CH:29]([OH:30])[CH2:28][CH2:27][NH:26][CH2:25]1. (4) Given the product [CH3:17][O:18][C:19]1[CH:24]=[CH:23][C:22]([C@@H:25]([NH:27][C:14](=[O:16])[CH2:13][N:9]2[C:10](=[O:12])[C:11]3[C:2]([CH3:1])=[CH:3][CH:4]=[CH:5][C:6]=3[N:7]=[N:8]2)[CH3:26])=[CH:21][CH:20]=1, predict the reactants needed to synthesize it. The reactants are: [CH3:1][C:2]1[C:11]2[C:10](=[O:12])[N:9]([CH2:13][C:14]([OH:16])=O)[N:8]=[N:7][C:6]=2[CH:5]=[CH:4][CH:3]=1.[CH3:17][O:18][C:19]1[CH:24]=[CH:23][C:22]([C@@H:25]([NH2:27])[CH3:26])=[CH:21][CH:20]=1. (5) Given the product [CH2:19]([O:18][CH2:17][CH2:16][N:7]1[CH:8]=[C:9]([C:10]([O:12][CH2:13][CH3:14])=[O:11])[C:5]([O:4][CH:1]([CH3:3])[CH3:2])=[N:6]1)[C:20]1[CH:25]=[CH:24][CH:23]=[CH:22][CH:21]=1, predict the reactants needed to synthesize it. The reactants are: [CH:1]([O:4][C:5]1[C:9]([C:10]([O:12][CH2:13][CH3:14])=[O:11])=[CH:8][NH:7][N:6]=1)([CH3:3])[CH3:2].I[CH2:16][CH2:17][O:18][CH2:19][C:20]1[CH:25]=[CH:24][CH:23]=[CH:22][CH:21]=1.C(=O)([O-])[O-].[K+].[K+].O. (6) Given the product [CH2:1]([N:8]1[C:17]2[C:12](=[CH:13][C:14]([C:18]3[CH:23]=[CH:22][C:21]([F:24])=[CH:20][CH:19]=3)=[CH:15][CH:16]=2)[CH2:11][C:10]([NH:26][S:27]([C:30]2[CH:35]=[CH:34][CH:33]=[CH:32][CH:31]=2)(=[O:29])=[O:28])([CH3:25])[CH2:9]1)[C:2]1[CH:3]=[CH:4][CH:5]=[CH:6][CH:7]=1, predict the reactants needed to synthesize it. The reactants are: [CH2:1]([N:8]1[C:17]2[C:12](=[CH:13][C:14]([C:18]3[CH:23]=[CH:22][C:21]([F:24])=[CH:20][CH:19]=3)=[CH:15][CH:16]=2)[CH2:11][C:10]([NH:26][S:27]([C:30]2[CH:35]=[CH:34][CH:33]=[CH:32][CH:31]=2)(=[O:29])=[O:28])([CH3:25])[C:9]1=O)[C:2]1[CH:7]=[CH:6][CH:5]=[CH:4][CH:3]=1.B.C1COCC1. (7) Given the product [O:1]1[CH:5]=[CH:4][C:3]([C:6]2[C:8]3[CH2:14][CH2:13][CH2:12][C:11]4[CH:15]=[C:16]([N:19]5[CH2:23][C@H:22]([CH2:24][NH:25][C:26]([C:28]6[CH:32]=[CH:31][O:30][CH:29]=6)=[O:27])[O:21][C:20]5=[O:33])[CH:17]=[CH:18][C:10]=4[C:9]=3[NH:37][N:36]=2)=[CH:2]1, predict the reactants needed to synthesize it. The reactants are: [O:1]1[CH:5]=[CH:4][C:3]([C:6]([CH:8]2[CH2:14][CH2:13][CH2:12][C:11]3[CH:15]=[C:16]([N:19]4[CH2:23][C@H:22]([CH2:24][NH:25][C:26]([C:28]5[CH:32]=[CH:31][O:30][CH:29]=5)=[O:27])[O:21][C:20]4=[O:33])[CH:17]=[CH:18][C:10]=3[C:9]2=O)=O)=[CH:2]1.O.[NH2:36][NH2:37]. (8) Given the product [Cl:32][C:8]1[CH:7]=[N:6][CH:5]=[C:4]([Cl:3])[C:9]=1[NH:10][C:11](=[O:31])[C:12]([C:14]1[C:22]2[C:17](=[C:18]([O:23][CH2:24][C:25]3[CH:26]=[CH:27][CH:28]=[CH:29][CH:30]=3)[CH:19]=[CH:20][CH:21]=2)[N:16]([CH2:38][C:37]2[CH:40]=[CH:41][C:34]([Cl:33])=[CH:35][C:36]=2[N+:42]([O-:44])=[O:43])[CH:15]=1)=[O:13], predict the reactants needed to synthesize it. The reactants are: [OH-].[Na+].[Cl:3][C:4]1[CH:5]=[N:6][CH:7]=[C:8]([Cl:32])[C:9]=1[NH:10][C:11](=[O:31])[C:12]([C:14]1[C:22]2[C:17](=[C:18]([O:23][CH2:24][C:25]3[CH:30]=[CH:29][CH:28]=[CH:27][CH:26]=3)[CH:19]=[CH:20][CH:21]=2)[NH:16][CH:15]=1)=[O:13].[Cl:33][C:34]1[CH:41]=[CH:40][C:37]([CH2:38]Br)=[C:36]([N+:42]([O-:44])=[O:43])[CH:35]=1.Cl. (9) Given the product [CH2:13]([O:15][C:16]1[N:21]=[CH:20][C:19]([C:22]2[C:27](=[O:28])[N:26]([CH2:29][C:30]3[CH:35]=[CH:34][C:33]([C:36]4[CH:41]=[CH:40][CH:39]=[CH:38][C:37]=4[C:42]4[NH:3][C:4](=[O:7])[O:5][N:43]=4)=[CH:32][CH:31]=3)[C:25]([CH2:44][CH2:45][CH3:46])=[N:24][C:23]=2[CH2:47][CH3:48])=[CH:18][CH:17]=1)[CH3:14], predict the reactants needed to synthesize it. The reactants are: [Cl-].O[NH3+:3].[C:4](=[O:7])([O-])[OH:5].[Na+].CS(C)=O.[CH2:13]([O:15][C:16]1[N:21]=[CH:20][C:19]([C:22]2[C:27](=[O:28])[N:26]([CH2:29][C:30]3[CH:35]=[CH:34][C:33]([C:36]4[C:37]([C:42]#[N:43])=[CH:38][CH:39]=[CH:40][CH:41]=4)=[CH:32][CH:31]=3)[C:25]([CH2:44][CH2:45][CH3:46])=[N:24][C:23]=2[CH2:47][CH3:48])=[CH:18][CH:17]=1)[CH3:14].